From a dataset of Catalyst prediction with 721,799 reactions and 888 catalyst types from USPTO. Predict which catalyst facilitates the given reaction. (1) Reactant: [CH3:1][C:2]1[N:3]=[C:4]2[S:21][CH:20]=[CH:19][N:5]2[C:6](=[O:18])[C:7]=1[C:8]1[CH:13]=[CH:12][C:11]([C:14]([F:17])([F:16])[F:15])=[CH:10][CH:9]=1.[CH3:22][O:23][C:24]1[C:25]([O:32][CH2:33][CH2:34][CH3:35])=[C:26]([CH:29]=[CH:30][CH:31]=1)[CH:27]=O.[O-]CC.[Na+]. Product: [CH3:22][O:23][C:24]1[C:25]([O:32][CH2:33][CH2:34][CH3:35])=[C:26](/[CH:27]=[CH:1]/[C:2]2[N:3]=[C:4]3[S:21][CH:20]=[CH:19][N:5]3[C:6](=[O:18])[C:7]=2[C:8]2[CH:13]=[CH:12][C:11]([C:14]([F:17])([F:15])[F:16])=[CH:10][CH:9]=2)[CH:29]=[CH:30][CH:31]=1. The catalyst class is: 8. (2) Reactant: [NH2:1][C@H:2]([CH2:23][CH3:24])[C:3]([NH:5][C:6]1[CH:7]=[N:8][C:9]([O:12][C:13]2[CH:18]=[CH:17][C:16]([CH3:19])=[C:15]([O:20][CH2:21][CH3:22])[CH:14]=2)=[N:10][CH:11]=1)=[O:4].Cl[C:26](Cl)([O:28]C(=O)OC(Cl)(Cl)Cl)Cl. Product: [CH2:23]([C@H:2]1[NH:1][C:26](=[O:28])[N:5]([C:6]2[CH:7]=[N:8][C:9]([O:12][C:13]3[CH:18]=[CH:17][C:16]([CH3:19])=[C:15]([O:20][CH2:21][CH3:22])[CH:14]=3)=[N:10][CH:11]=2)[C:3]1=[O:4])[CH3:24]. The catalyst class is: 4. (3) Reactant: [OH:1][CH2:2][C:3]1[CH:4]=[C:5]([OH:9])[CH:6]=[CH:7][CH:8]=1.F[C:11]1[CH:16]=[CH:15][C:14]([C:17]([F:20])([F:19])[F:18])=[CH:13][CH:12]=1.C(=O)([O-])[O-].[Cs+].[Cs+]. Product: [F:18][C:17]([F:20])([F:19])[C:14]1[CH:15]=[CH:16][C:11]([O:9][C:5]2[CH:4]=[C:3]([CH2:2][OH:1])[CH:8]=[CH:7][CH:6]=2)=[CH:12][CH:13]=1. The catalyst class is: 16. (4) Reactant: Cl.[CH3:2][O:3][C:4](=[O:11])[C@H:5]([CH2:7][CH:8]([CH3:10])[CH3:9])[NH2:6].C(N(CC)C(C)C)(C)C.C([O:23][C:24](=O)[CH:25]=[C:26]([O:29][C:30]1[CH:35]=[CH:34][C:33]([F:36])=[CH:32][C:31]=1[F:37])[CH2:27]Br)C. Product: [CH3:2][O:3][C:4](=[O:11])[C@@H:5]([N:6]1[CH2:27][C:26]([O:29][C:30]2[CH:35]=[CH:34][C:33]([F:36])=[CH:32][C:31]=2[F:37])=[CH:25][C:24]1=[O:23])[CH2:7][CH:8]([CH3:10])[CH3:9]. The catalyst class is: 10. (5) Reactant: [NH:1]1[CH:5]=[CH:4][N:3]=[N:2]1.I[C:7]1[CH:12]=[CH:11][CH:10]=[CH:9][CH:8]=1. Product: [C:7]1([N:2]2[N:3]=[CH:4][CH:5]=[N:1]2)[CH:12]=[CH:11][CH:10]=[CH:9][CH:8]=1.[C:7]1([N:1]2[CH:5]=[CH:4][N:3]=[N:2]2)[CH:12]=[CH:11][CH:10]=[CH:9][CH:8]=1. The catalyst class is: 4.